This data is from Catalyst prediction with 721,799 reactions and 888 catalyst types from USPTO. The task is: Predict which catalyst facilitates the given reaction. (1) Reactant: [OH:1][C:2]1[CH:3]=[CH:4][C:5]([CH3:8])=[N:6][CH:7]=1.[H-].[Na+].[I-].[CH3:12][CH2:13][CH3:14].O. Product: [CH3:12][CH:13]([O:1][C:2]1[CH:3]=[CH:4][C:5]([CH3:8])=[N:6][CH:7]=1)[CH3:14]. The catalyst class is: 3. (2) Product: [Cl:1][C:2]1[CH:3]=[C:4]([N:14]([CH2:21][C:22]2[CH:27]=[CH:26][C:25]([O:28][CH3:29])=[CH:24][CH:23]=2)[C:15]2[CH:16]=[CH:17][CH:18]=[CH:19][CH:20]=2)[C:5]2[N:6]([C:8]([C:11]([NH:41][C:40]3[CH:42]=[CH:43][CH:44]=[C:38]([C:35]4[N:34]=[C:33]([CH:30]([CH3:32])[CH3:31])[O:37][N:36]=4)[CH:39]=3)=[O:12])=[CH:9][N:10]=2)[N:7]=1. The catalyst class is: 2. Reactant: [Cl:1][C:2]1[CH:3]=[C:4]([N:14]([CH2:21][C:22]2[CH:27]=[CH:26][C:25]([O:28][CH3:29])=[CH:24][CH:23]=2)[C:15]2[CH:20]=[CH:19][CH:18]=[CH:17][CH:16]=2)[C:5]2[N:6]([C:8]([C:11](O)=[O:12])=[CH:9][N:10]=2)[N:7]=1.[CH:30]([C:33]1[O:37][N:36]=[C:35]([C:38]2[CH:39]=[C:40]([CH:42]=[CH:43][CH:44]=2)[NH2:41])[N:34]=1)([CH3:32])[CH3:31].C(N(CC)C(C)C)(C)C.F[B-](F)(F)F.N1(OC(N(C)C)=[N+](C)C)C2C=CC=CC=2N=N1.C([O-])(O)=O.[Na+]. (3) Reactant: Cl[C:2]1[CH:7]=[C:6]([C:8]2[CH:13]=[CH:12][CH:11]=[CH:10][CH:9]=2)[N:5]=[C:4]([NH:14][C:15](=[O:29])[CH2:16][CH2:17][C:18]([C:20]2[CH:21]=[CH:22][C:23]3[O:27][CH2:26][CH2:25][C:24]=3[CH:28]=2)=[O:19])[CH:3]=1.[C:30]1([C:49]2[CH:54]=[CH:53][CH:52]=[CH:51][CH:50]=2)C=CC=C[C:31]=1P(C1CCCCC1)C1CCCCC1.C(=O)([O-])[O-].[K+].[K+].C(/B(O)O)=C\CCCCCC. Product: [O:27]1[C:23]2[CH:22]=[CH:21][C:20]([C:18](=[O:19])[CH2:17][CH2:16][C:15]([NH:14][C:4]3[CH:3]=[C:2](/[CH:31]=[CH:30]/[CH2:49][CH2:50][CH2:51][CH2:52][CH2:53][CH3:54])[CH:7]=[C:6]([C:8]4[CH:13]=[CH:12][CH:11]=[CH:10][CH:9]=4)[N:5]=3)=[O:29])=[CH:28][C:24]=2[CH2:25][CH2:26]1. The catalyst class is: 110.